Dataset: Forward reaction prediction with 1.9M reactions from USPTO patents (1976-2016). Task: Predict the product of the given reaction. Given the reactants [CH2:1]([Sn](CCCC)(CCCC)C=C)[CH2:2]CC.[NH2:16][C:17]1[CH:27]=[C:26]([CH:28]2[O:32][CH2:31][CH2:30][O:29]2)[C:25](Br)=[CH:24][C:18]=1[C:19]([O:21][CH2:22][CH3:23])=[O:20].CC1C=CC=CC=1P(C1C=CC=CC=1C)C1C=CC=CC=1C.CCOC(C)=O, predict the reaction product. The product is: [NH2:16][C:17]1[CH:27]=[C:26]([CH:28]2[O:32][CH2:31][CH2:30][O:29]2)[C:25]([CH:1]=[CH2:2])=[CH:24][C:18]=1[C:19]([O:21][CH2:22][CH3:23])=[O:20].